This data is from Full USPTO retrosynthesis dataset with 1.9M reactions from patents (1976-2016). The task is: Predict the reactants needed to synthesize the given product. Given the product [N+:23]([C:26]1[C:35]2[C:30](=[CH:31][CH:32]=[CH:33][CH:34]=2)[C:29]([N:36]=[C:51]2[NH:50][C@@H:43]([CH:44]([CH2:49][CH3:48])[CH3:45])[CH2:42][S:52]2)=[CH:28][CH:27]=1)([O-:25])=[O:24], predict the reactants needed to synthesize it. The reactants are: OC[C@@H](N)C(C)CC.COC(=O)[C@H]([C@H](CC)C)N.OCCN.[N+:23]([C:26]1[C:35]2[C:30](=[CH:31][CH:32]=[CH:33][CH:34]=2)[C:29]([NH2:36])=[CH:28][CH:27]=1)([O-:25])=[O:24].[N+](C1[C:49]2[C:44](=[CH:45]C=C[CH:48]=2)[C:43]([N:50]=[C:51]=[S:52])=[CH:42]C=1)([O-])=O.